This data is from Catalyst prediction with 721,799 reactions and 888 catalyst types from USPTO. The task is: Predict which catalyst facilitates the given reaction. (1) Reactant: [NH2:1][CH2:2][CH2:3][CH2:4][CH2:5][CH2:6][CH2:7][CH2:8][NH:9][C:10]1[C:11]2[C:16]([N:17]=[C:18]3[C:23]=1[CH2:22][CH2:21][CH2:20][CH2:19]3)=[CH:15][CH:14]=[CH:13][CH:12]=2.[CH2:24]=O.[CH3:26][O:27][C:28]1[CH:29]=[C:30]2[C:34](=[CH:35][C:36]=1[O:37][CH3:38])[C:33](=[O:39])[CH2:32][CH2:31]2.Cl. Product: [NH3:1].[CH3:26][O:27][C:28]1[CH:29]=[C:30]2[C:34](=[CH:35][C:36]=1[O:37][CH3:38])[C:33](=[O:39])[CH:32]([CH2:24][NH:1][CH2:2][CH2:3][CH2:4][CH2:5][CH2:6][CH2:7][CH2:8][NH:9][C:10]1[C:11]3[C:16]([N:17]=[C:18]4[C:23]=1[CH2:22][CH2:21][CH2:20][CH2:19]4)=[CH:15][CH:14]=[CH:13][CH:12]=3)[CH2:31]2. The catalyst class is: 40. (2) Reactant: [CH2:1]([C:3]1([CH2:18][CH2:19]O)[C:8]2[NH:9][C:10]3[C:15]([C:7]=2[CH2:6][CH2:5][O:4]1)=[CH:14][CH:13]=[CH:12][C:11]=3[CH2:16][CH3:17])[CH3:2].C1C=CC(P(C2C=CC=CC=2)C2C=CC=CC=2)=CC=1.C(Cl)(Cl)(Cl)[Cl:41]. Product: [Cl:41][CH2:19][CH2:18][C:3]1([CH2:1][CH3:2])[C:8]2[NH:9][C:10]3[C:15]([C:7]=2[CH2:6][CH2:5][O:4]1)=[CH:14][CH:13]=[CH:12][C:11]=3[CH2:16][CH3:17]. The catalyst class is: 6. (3) Reactant: [Cl:1][C:2]1[CH:3]=[C:4]([C:9]2[CH:13]=[C:12]([CH:14]3[CH2:19][CH2:18][NH:17][CH2:16][CH2:15]3)[N:11]([CH2:20][C:21]3[CH:30]=[CH:29][C:24]([C:25]([O:27][CH3:28])=[O:26])=[CH:23][CH:22]=3)[N:10]=2)[CH:5]=[C:6]([Cl:8])[CH:7]=1.[CH3:31][C:32]([CH3:36])([CH3:35])[CH:33]=O.C(O[BH-](OC(=O)C)OC(=O)C)(=O)C.[Na+]. Product: [Cl:1][C:2]1[CH:3]=[C:4]([C:9]2[CH:13]=[C:12]([CH:14]3[CH2:19][CH2:18][N:17]([CH2:31][C:32]([CH3:36])([CH3:35])[CH3:33])[CH2:16][CH2:15]3)[N:11]([CH2:20][C:21]3[CH:30]=[CH:29][C:24]([C:25]([O:27][CH3:28])=[O:26])=[CH:23][CH:22]=3)[N:10]=2)[CH:5]=[C:6]([Cl:8])[CH:7]=1. The catalyst class is: 279. (4) Reactant: [CH2:1]([O:8][C:9]1[CH:10]=[C:11]([CH:14]=[C:15]([OH:17])[CH:16]=1)[CH:12]=[O:13])[C:2]1[CH:7]=[CH:6][CH:5]=[CH:4][CH:3]=1.[O:18](S(C(F)(F)F)(=O)=O)[S:19]([C:22]([F:25])([F:24])[F:23])(=O)=[O:20]. Product: [F:23][C:22]([F:25])([F:24])[S:19]([O:17][C:15]1[CH:14]=[C:11]([CH:12]=[O:13])[CH:10]=[C:9]([O:8][CH2:1][C:2]2[CH:3]=[CH:4][CH:5]=[CH:6][CH:7]=2)[CH:16]=1)(=[O:20])=[O:18]. The catalyst class is: 2. (5) Reactant: Cl.[CH2:2]([O:9][C:10](=[O:31])[NH:11][C:12]1[CH:17]=[CH:16][C:15]([C:18]2[CH2:19][CH2:20][N:21]([CH3:26])[CH2:22][C:23]=2[O:24]C)=[CH:14][C:13]=1[O:27][CH:28]([CH3:30])[CH3:29])[C:3]1[CH:8]=[CH:7][CH:6]=[CH:5][CH:4]=1. Product: [CH2:2]([O:9][C:10](=[O:31])[NH:11][C:12]1[CH:17]=[CH:16][C:15]([CH:18]2[CH2:19][CH2:20][N:21]([CH3:26])[CH2:22][C:23]2=[O:24])=[CH:14][C:13]=1[O:27][CH:28]([CH3:29])[CH3:30])[C:3]1[CH:8]=[CH:7][CH:6]=[CH:5][CH:4]=1. The catalyst class is: 1. (6) Reactant: C1(P(C2C=CC=CC=2)C2C=CC=CC=2)C=CC=CC=1.CC(OC(/N=N/C(OC(C)C)=O)=O)C.[Cl:34][C:35]1[CH:40]=[CH:39][C:38]([NH:41][C:42](=[O:47])[C:43]([F:46])([F:45])[F:44])=[C:37]([I:48])[CH:36]=1.[C:49]([O:53][C:54]([N:56]1[CH2:61][CH:60]=[C:59]([CH2:62]O)[CH2:58][CH2:57]1)=[O:55])([CH3:52])([CH3:51])[CH3:50]. Product: [C:49]([O:53][C:54]([N:56]1[CH2:57][CH:58]=[C:59]([CH2:62][N:41]([C:38]2[CH:39]=[CH:40][C:35]([Cl:34])=[CH:36][C:37]=2[I:48])[C:42](=[O:47])[C:43]([F:45])([F:46])[F:44])[CH2:60][CH2:61]1)=[O:55])([CH3:52])([CH3:50])[CH3:51]. The catalyst class is: 7. (7) Reactant: C([O:5][C:6](=[O:46])[CH2:7][N:8]1[CH:12]=[C:11]([C:13](=[O:23])[N:14]([CH2:19][CH2:20][CH2:21][CH3:22])[CH2:15][CH2:16][CH2:17][CH3:18])[N:10]=[C:9]1[C:24]1[CH:33]=[CH:32][C:27]([C:28]([O:30][CH3:31])=[O:29])=[CH:26][C:25]=1[C:34]([N:36]1[CH2:45][CH2:44][C:43]2[C:38](=[CH:39][CH:40]=[CH:41][CH:42]=2)[CH2:37]1)=[O:35])(C)(C)C.FC(F)(F)C(O)=O. Product: [CH2:19]([N:14]([CH2:15][CH2:16][CH2:17][CH3:18])[C:13]([C:11]1[N:10]=[C:9]([C:24]2[CH:33]=[CH:32][C:27]([C:28]([O:30][CH3:31])=[O:29])=[CH:26][C:25]=2[C:34]([N:36]2[CH2:45][CH2:44][C:43]3[C:38](=[CH:39][CH:40]=[CH:41][CH:42]=3)[CH2:37]2)=[O:35])[N:8]([CH2:7][C:6]([OH:46])=[O:5])[CH:12]=1)=[O:23])[CH2:20][CH2:21][CH3:22]. The catalyst class is: 2. (8) Reactant: Cl[CH2:2][CH2:3][C:4]([CH3:14])([CH3:13])[CH2:5][O:6][CH:7]1[CH2:12][CH2:11][CH2:10][CH2:9][O:8]1.[C:15]1(=[O:25])[NH:19][C:18](=[O:20])[C:17]2=[CH:21][CH:22]=[CH:23][CH:24]=[C:16]12.[K]. Product: [CH3:13][C:4]([CH3:14])([CH2:5][O:6][CH:7]1[CH2:12][CH2:11][CH2:10][CH2:9][O:8]1)[CH2:3][CH2:2][N:19]1[C:15](=[O:25])[C:16]2[C:17](=[CH:21][CH:22]=[CH:23][CH:24]=2)[C:18]1=[O:20]. The catalyst class is: 3.